This data is from Peptide-MHC class II binding affinity with 134,281 pairs from IEDB. The task is: Regression. Given a peptide amino acid sequence and an MHC pseudo amino acid sequence, predict their binding affinity value. This is MHC class II binding data. The peptide sequence is SQDLELSWCLNGLQAY. The MHC is HLA-DQA10301-DQB10302 with pseudo-sequence HLA-DQA10301-DQB10302. The binding affinity (normalized) is 0.510.